From a dataset of Reaction yield outcomes from USPTO patents with 853,638 reactions. Predict the reaction yield, written as a fraction of the theoretical maximum amount of product (1.0 means a 100% yield; for example, 0.34 means a 34% yield). (1) The reactants are [C:1]([Si:5]([CH3:16])([CH3:15])[O:6][CH2:7][CH2:8][C:9]([CH3:14])([CH3:13])[CH2:10][CH2:11][OH:12])([CH3:4])([CH3:3])[CH3:2].C(N(CC)CC)C.[CH3:24][S:25](Cl)(=[O:27])=[O:26].O. The catalyst is ClCCl. The product is [C:1]([Si:5]([CH3:16])([CH3:15])[O:6][CH2:7][CH2:8][C:9]([CH3:14])([CH3:13])[CH2:10][CH2:11][O:12][S:25]([CH3:24])(=[O:27])=[O:26])([CH3:4])([CH3:3])[CH3:2]. The yield is 0.990. (2) The reactants are [Br:1][C:2]1[CH:7]=[CH:6][C:5]([NH:8][C:9]2[N:13]([CH3:14])[C:12]3[CH:15]=[CH:16][C:17]([O:19][C:20]4[CH:25]=[CH:24][N:23]=[C:22]([C:26]([O:28]C(C)(C)C)=[O:27])[CH:21]=4)=[CH:18][C:11]=3[N:10]=2)=[CH:4][CH:3]=1. The catalyst is FC(F)(F)C(O)=O.O. The product is [Br:1][C:2]1[CH:7]=[CH:6][C:5]([NH:8][C:9]2[N:13]([CH3:14])[C:12]3[CH:15]=[CH:16][C:17]([O:19][C:20]4[CH:25]=[CH:24][N:23]=[C:22]([C:26]([OH:28])=[O:27])[CH:21]=4)=[CH:18][C:11]=3[N:10]=2)=[CH:4][CH:3]=1. The yield is 1.00. (3) The reactants are Cl[S:2]([N:5]=[C:6]=[O:7])(=[O:4])=[O:3].[Cl:8][CH2:9][CH2:10][OH:11].[NH2:12][C:13]1[CH:41]=[CH:40][C:16]2[NH:17][C:18]([C:23]3[C:24](=[O:39])[N:25]([CH2:34][CH2:35][CH:36]([CH3:38])[CH3:37])[C:26]4[C:31]([C:32]=3[OH:33])=[CH:30][CH:29]=[CH:28][N:27]=4)=[N:19][S:20](=[O:22])(=[O:21])[C:15]=2[CH:14]=1.C(N(CC)CC)C.Cl. The catalyst is ClCCl. The product is [OH:33][C:32]1[C:31]2[C:26](=[N:27][CH:28]=[CH:29][CH:30]=2)[N:25]([CH2:34][CH2:35][CH:36]([CH3:37])[CH3:38])[C:24](=[O:39])[C:23]=1[C:18]1[NH:17][C:16]2[CH:40]=[CH:41][C:13]([NH:12][S:2]([NH:5][C:6](=[O:7])[O:11][CH2:10][CH2:9][Cl:8])(=[O:4])=[O:3])=[CH:14][C:15]=2[S:20](=[O:21])(=[O:22])[N:19]=1. The yield is 0.670.